From a dataset of Cav3 T-type calcium channel HTS with 100,875 compounds. Binary Classification. Given a drug SMILES string, predict its activity (active/inactive) in a high-throughput screening assay against a specified biological target. (1) The drug is o1nc(c(C(=O)N2CCc3c2cccc3)c1C)C. The result is 0 (inactive). (2) The drug is o1c(CNc2nc3nonc3nc2NCc2occc2)ccc1. The result is 0 (inactive).